Dataset: Forward reaction prediction with 1.9M reactions from USPTO patents (1976-2016). Task: Predict the product of the given reaction. (1) The product is: [O:37]=[C:28]1[C:29]2[C:30](=[CH:33][CH:34]=[CH:35][CH:36]=2)[C:31](=[O:32])[N:27]1[CH2:26][CH:18]([C:14]1[CH:15]=[CH:16][CH:17]=[C:12]([C:11]([F:23])([F:24])[F:10])[CH:13]=1)[C:19]([O:21][CH3:22])=[O:20]. Given the reactants CN1C(=O)N(C)CCC1.[F:10][C:11]([F:24])([F:23])[C:12]1[CH:13]=[C:14]([CH2:18][C:19]([O:21][CH3:22])=[O:20])[CH:15]=[CH:16][CH:17]=1.Br[CH2:26][N:27]1[C:31](=[O:32])[C:30]2=[CH:33][CH:34]=[CH:35][CH:36]=[C:29]2[C:28]1=[O:37].Cl, predict the reaction product. (2) Given the reactants [Cl:1][C:2]1[CH:7]=[C:6]2[NH:8][C:9](=[O:26])[C:10]3([CH:15]([CH2:16][CH3:17])[CH2:14][C:13](=O)[NH:12][CH:11]3[C:19]3[CH:24]=[CH:23][CH:22]=[C:21]([Cl:25])[CH:20]=3)[C:5]2=[CH:4][CH:3]=1.[BH4-].[Na+], predict the reaction product. The product is: [Cl:1][C:2]1[CH:7]=[C:6]2[NH:8][C:9](=[O:26])[C:10]3([CH:15]([CH2:16][CH3:17])[CH2:14][CH2:13][NH:12][CH:11]3[C:19]3[CH:24]=[CH:23][CH:22]=[C:21]([Cl:25])[CH:20]=3)[C:5]2=[CH:4][CH:3]=1. (3) Given the reactants [CH2:1]([O:8][C:9](=[O:28])[NH:10][C:11]1([C:21]2[CH:26]=[CH:25][C:24]([F:27])=[CH:23][CH:22]=2)[CH2:20][CH2:19][C:14]2(OCC[O:15]2)[CH2:13][CH2:12]1)[C:2]1[CH:7]=[CH:6][CH:5]=[CH:4][CH:3]=1.C(=O)(O)[O-].[Na+], predict the reaction product. The product is: [CH2:1]([O:8][C:9](=[O:28])[NH:10][C:11]1([C:21]2[CH:26]=[CH:25][C:24]([F:27])=[CH:23][CH:22]=2)[CH2:20][CH2:19][C:14](=[O:15])[CH2:13][CH2:12]1)[C:2]1[CH:7]=[CH:6][CH:5]=[CH:4][CH:3]=1. (4) Given the reactants [N:1]1([C:6]2[CH:14]=[CH:13][C:12]([CH3:15])=[CH:11][C:7]=2[C:8]([OH:10])=O)[CH:5]=[CH:4][N:3]=[CH:2]1.[CH3:16][C@H:17]1[CH2:22][CH2:21][CH2:20][NH:19][C@H:18]1[CH2:23][NH:24][C:25]1[CH:30]=[CH:29][C:28]([C:31]([F:34])([F:33])[F:32])=[CH:27][N:26]=1, predict the reaction product. The product is: [N:1]1([C:6]2[CH:14]=[CH:13][C:12]([CH3:15])=[CH:11][C:7]=2[C:8]([N:19]2[CH2:20][CH2:21][CH2:22][C@H:17]([CH3:16])[C@@H:18]2[CH2:23][NH:24][C:25]2[CH:30]=[CH:29][C:28]([C:31]([F:34])([F:32])[F:33])=[CH:27][N:26]=2)=[O:10])[CH:5]=[CH:4][N:3]=[CH:2]1. (5) Given the reactants Br[C:2]1[CH:7]=[CH:6][C:5]([Cl:8])=[CH:4][C:3]=1[N+:9]([O-:11])=[O:10].C(N(CC)CC)C.[C:19]([O:23][CH2:24][CH3:25])(=[O:22])[CH:20]=[CH2:21].C1(P(C2C=CC=CC=2)C2C=CC=CC=2)C=CC=CC=1, predict the reaction product. The product is: [CH2:24]([O:23][C:19](=[O:22])/[CH:20]=[CH:21]/[C:2]1[CH:7]=[CH:6][C:5]([Cl:8])=[CH:4][C:3]=1[N+:9]([O-:11])=[O:10])[CH3:25]. (6) Given the reactants [Cl:1][C:2]1[CH:3]=[C:4]([F:40])[C:5]2[N:11]3[CH:12]=[CH:13][CH:14]=[C:10]3[C@@H:9]([CH2:15][CH2:16][CH2:17][N:18]3[N:22]=[N:21][C:20]([CH2:23][C:24]([O:26]CC)=[O:25])=[N:19]3)[O:8][C@H:7]([C:29]3[CH:34]=[CH:33][CH:32]=[C:31]([O:35][CH3:36])[C:30]=3[O:37][CH3:38])[C:6]=2[CH:39]=1.C(=O)([O-])[O-].[K+].[K+].Cl.C(OCC)(=O)C, predict the reaction product. The product is: [Cl:1][C:2]1[CH:3]=[C:4]([F:40])[C:5]2[N:11]3[CH:12]=[CH:13][CH:14]=[C:10]3[C@@H:9]([CH2:15][CH2:16][CH2:17][N:18]3[N:22]=[N:21][C:20]([CH2:23][C:24]([OH:26])=[O:25])=[N:19]3)[O:8][C@H:7]([C:29]3[CH:34]=[CH:33][CH:32]=[C:31]([O:35][CH3:36])[C:30]=3[O:37][CH3:38])[C:6]=2[CH:39]=1. (7) Given the reactants [Si:1]([O:8][CH2:9][CH2:10][C:11]1[C:12]([F:19])=[C:13]([CH:16]=[CH:17][CH:18]=1)[CH:14]=O)([C:4]([CH3:7])([CH3:6])[CH3:5])([CH3:3])[CH3:2].FC(F)(F)C(O)=O.[CH:27]([C:30]1[S:31][CH:32]=[C:33]([C:35]([N:37]2[CH2:42][C:41]3([CH2:47][CH2:46][NH:45][CH2:44][CH2:43]3)[O:40][CH2:39][CH2:38]2)=[O:36])[N:34]=1)([CH3:29])[CH3:28].C(O[BH-](OC(=O)C)OC(=O)C)(=O)C.[Na+].C(=O)(O)[O-].[Na+], predict the reaction product. The product is: [Si:1]([O:8][CH2:9][CH2:10][C:11]1[C:12]([F:19])=[C:13]([CH:16]=[CH:17][CH:18]=1)[CH2:14][N:45]1[CH2:46][CH2:47][C:41]2([O:40][CH2:39][CH2:38][N:37]([C:35]([C:33]3[N:34]=[C:30]([CH:27]([CH3:28])[CH3:29])[S:31][CH:32]=3)=[O:36])[CH2:42]2)[CH2:43][CH2:44]1)([C:4]([CH3:7])([CH3:6])[CH3:5])([CH3:3])[CH3:2]. (8) Given the reactants ClCCOC1C=C(C=C(OC)C=1OC)C(O)=O.[C:18]([O:22][C:23](=[O:39])[NH:24][C:25]1[CH:30]=[C:29]([O:31][CH3:32])[C:28]([O:33][CH3:34])=[C:27]([O:35][CH2:36][CH2:37][Cl:38])[CH:26]=1)([CH3:21])([CH3:20])[CH3:19], predict the reaction product. The product is: [C:18]([O:22][C:23](=[O:39])[NH:24][C:25]1[CH:30]=[C:29]([O:31][CH3:32])[C:28]([O:33][CH3:34])=[C:27]([O:35][CH2:36][CH2:37][Cl:38])[CH:26]=1)([CH3:19])([CH3:21])[CH3:20]. (9) Given the reactants [F:1][CH:2]([F:24])[C:3]1[N:8]2[N:9]=[CH:10][C:11]([C:12]#[CH:13])=[C:7]2[N:6]=[C:5]([C:14]2[CH:19]=[CH:18][C:17]([C:20]([F:23])([F:22])[F:21])=[CH:16][CH:15]=2)[CH:4]=1.Br[C:26]1[C:27]([F:37])=[CH:28][C:29]([F:36])=[C:30]([S:32]([NH2:35])(=[O:34])=[O:33])[CH:31]=1, predict the reaction product. The product is: [F:24][CH:2]([F:1])[C:3]1[N:8]2[N:9]=[CH:10][C:11]([C:12]#[C:13][C:26]3[C:27]([F:37])=[CH:28][C:29]([F:36])=[C:30]([S:32]([NH2:35])(=[O:33])=[O:34])[CH:31]=3)=[C:7]2[N:6]=[C:5]([C:14]2[CH:19]=[CH:18][C:17]([C:20]([F:23])([F:22])[F:21])=[CH:16][CH:15]=2)[CH:4]=1.